This data is from Retrosynthesis with 50K atom-mapped reactions and 10 reaction types from USPTO. The task is: Predict the reactants needed to synthesize the given product. (1) The reactants are: CNC.NC(=O)c1cc(Cl)nc(Cl)n1. Given the product CN(C)c1cc(C(N)=O)nc(Cl)n1, predict the reactants needed to synthesize it. (2) Given the product Clc1nc(N2CCOCC2)c2sc(COCc3cccnc3)cc2n1, predict the reactants needed to synthesize it. The reactants are: ClCc1cccnc1.OCc1cc2nc(Cl)nc(N3CCOCC3)c2s1.